From a dataset of Catalyst prediction with 721,799 reactions and 888 catalyst types from USPTO. Predict which catalyst facilitates the given reaction. (1) Reactant: [Br:1][C:2]1[CH:3]=[CH:4][C:5]([O:11][CH2:12][C:13]2[CH:18]=[CH:17][CH:16]=[CH:15][CH:14]=2)=[C:6]([CH:10]=1)[C:7]([OH:9])=O.C1N=C[N:21]([C:24]([N:26]2C=[N:29][CH:28]=[CH:27]2)=O)[CH:20]=1.N1C=C(N)C=NC=1. Product: [Br:1][C:2]1[CH:3]=[CH:4][C:5]([O:11][CH2:12][C:13]2[CH:18]=[CH:17][CH:16]=[CH:15][CH:14]=2)=[C:6]([CH:10]=1)[C:7]([NH:29][C:28]1[CH:20]=[N:21][CH:24]=[N:26][CH:27]=1)=[O:9]. The catalyst class is: 1. (2) Reactant: C([O:8][C:9]1[CH:14]=[CH:13][C:12]([CH2:15][C:16]([O:18][CH3:19])=[O:17])=[CH:11][C:10]=1[O:20][CH3:21])C1C=CC=CC=1. Product: [OH:8][C:9]1[CH:14]=[CH:13][C:12]([CH2:15][C:16]([O:18][CH3:19])=[O:17])=[CH:11][C:10]=1[O:20][CH3:21]. The catalyst class is: 78. (3) Reactant: [CH3:1][O:2][C:3](=[O:50])[C@@H:4]([NH:16][C:17](=[O:49])[C@@H:18]([NH:41]C(OC(C)(C)C)=O)[CH2:19][CH2:20][CH2:21][CH2:22][NH:23][C:24]([O:26][CH2:27][CH:28]1[C:40]2[CH:39]=[CH:38][CH:37]=[CH:36][C:35]=2[C:34]2[C:29]1=[CH:30][CH:31]=[CH:32][CH:33]=2)=[O:25])[CH2:5][C:6]1[CH:15]=[CH:14][C:13]2[C:8](=[CH:9][CH:10]=[CH:11][CH:12]=2)[CH:7]=1.[ClH:51]. Product: [ClH:51].[CH3:1][O:2][C:3](=[O:50])[C@@H:4]([NH:16][C:17](=[O:49])[C@@H:18]([NH2:41])[CH2:19][CH2:20][CH2:21][CH2:22][NH:23][C:24]([O:26][CH2:27][CH:28]1[C:40]2[CH:39]=[CH:38][CH:37]=[CH:36][C:35]=2[C:34]2[C:29]1=[CH:30][CH:31]=[CH:32][CH:33]=2)=[O:25])[CH2:5][C:6]1[CH:15]=[CH:14][C:13]2[C:8](=[CH:9][CH:10]=[CH:11][CH:12]=2)[CH:7]=1. The catalyst class is: 13. (4) Reactant: [F:1][C:2]1[CH:3]=[C:4]2[C:8](=[CH:9][CH:10]=1)[NH:7][CH:6]=[C:5]2[CH2:11][CH2:12][CH2:13][NH:14][CH2:15][CH:16]1[O:25][C:24]2[C:19](=[CH:20][CH:21]=[C:22]3[N:28]=[C:27]([CH3:29])[O:26][C:23]3=2)[O:18][CH2:17]1.[CH:30](=O)[CH3:31].C([BH3-])#N.[Na+].C(O)(=O)C. Product: [CH2:30]([N:14]([CH2:13][CH2:12][CH2:11][C:5]1[C:4]2[C:8](=[CH:9][CH:10]=[C:2]([F:1])[CH:3]=2)[NH:7][CH:6]=1)[CH2:15][CH:16]1[CH2:17][O:18][C:19]2[CH:20]=[CH:21][C:22]3[N:28]=[C:27]([CH3:29])[O:26][C:23]=3[C:24]=2[O:25]1)[CH3:31]. The catalyst class is: 5. (5) Product: [CH:6]([OH:8])=[O:7].[NH2:5][CH2:9][CH2:10][NH:11][S:12]([C:15]1[CH:16]=[CH:17][C:18]([C:21]2[CH:26]=[CH:25][N:24]=[C:23]3[NH:27][C:28]([CH2:30][CH3:31])=[CH:29][C:22]=23)=[CH:19][CH:20]=1)(=[O:13])=[O:14]. Reactant: CC([N:5]([CH2:9][CH2:10][NH:11][S:12]([C:15]1[CH:20]=[CH:19][C:18]([C:21]2[CH:26]=[CH:25][N:24]=[C:23]3[NH:27][C:28]([CH2:30][CH3:31])=[CH:29][C:22]=23)=[CH:17][CH:16]=1)(=[O:14])=[O:13])[C:6](=[O:8])[O-:7])(C)C. The catalyst class is: 157. (6) The catalyst class is: 2. Reactant: [CH3:1][O:2][C:3](=[O:17])[C@@H:4]1[CH2:8][C@@H:7]([OH:9])[CH2:6][N:5]1[C:10]([O:12][C:13]([CH3:16])([CH3:15])[CH3:14])=[O:11].[CH3:18][S:19](Cl)(=[O:21])=[O:20]. Product: [CH3:1][O:2][C:3](=[O:17])[C@@H:4]1[CH2:8][C@@H:7]([O:9][S:19]([CH3:18])(=[O:21])=[O:20])[CH2:6][N:5]1[C:10]([O:12][C:13]([CH3:14])([CH3:16])[CH3:15])=[O:11]. (7) Reactant: C(OC([NH:8][C:9]1[N:14]=[CH:13][C:12]([C:15]2[CH2:16][CH2:17][N:18](C(OC(C)(C)C)=O)[CH2:19][CH:20]=2)=[CH:11][C:10]=1[C:28]1[O:29][C:30]([C:33]2[CH:38]=[CH:37][CH:36]=[CH:35][CH:34]=2)=[N:31][N:32]=1)=O)(C)(C)C.C(O)(C(F)(F)F)=O.C(N(CC)CC)C.[CH2:53]([S:55](Cl)(=[O:57])=[O:56])[CH3:54]. Product: [CH2:53]([S:55]([N:18]1[CH2:19][CH:20]=[C:15]([C:12]2[CH:11]=[C:10]([C:28]3[O:29][C:30]([C:33]4[CH:34]=[CH:35][CH:36]=[CH:37][CH:38]=4)=[N:31][N:32]=3)[C:9]([NH2:8])=[N:14][CH:13]=2)[CH2:16][CH2:17]1)(=[O:57])=[O:56])[CH3:54]. The catalyst class is: 2. (8) Reactant: [Si:1]([O:8][CH2:9][C:10]1[N:15]=[CH:14][C:13]2[N:16]=[CH:17][N:18]([C:19]3[S:23][C:22]([C:24]([O:26][CH3:27])=[O:25])=[C:21]([OH:28])[CH:20]=3)[C:12]=2[CH:11]=1)([C:4]([CH3:7])([CH3:6])[CH3:5])([CH3:3])[CH3:2].[F:29][C:30]1[CH:35]=[CH:34][C:33]([CH:36](O)[CH3:37])=[C:32]([C:39]([F:42])([F:41])[F:40])[CH:31]=1.C1(P(C2C=CC=CC=2)C2C=CC=CC=2)C=CC=CC=1.N(C(OC(C)(C)C)=O)=NC(OC(C)(C)C)=O. Product: [Si:1]([O:8][CH2:9][C:10]1[N:15]=[CH:14][C:13]2[N:16]=[CH:17][N:18]([C:19]3[S:23][C:22]([C:24]([O:26][CH3:27])=[O:25])=[C:21]([O:28][CH:36]([C:33]4[CH:34]=[CH:35][C:30]([F:29])=[CH:31][C:32]=4[C:39]([F:42])([F:40])[F:41])[CH3:37])[CH:20]=3)[C:12]=2[CH:11]=1)([C:4]([CH3:5])([CH3:6])[CH3:7])([CH3:2])[CH3:3]. The catalyst class is: 4.